From a dataset of Catalyst prediction with 721,799 reactions and 888 catalyst types from USPTO. Predict which catalyst facilitates the given reaction. (1) Reactant: C(OC(=O)[NH:7][C:8]([C:20]1[CH:25]=[CH:24][CH:23]=[C:22]([Br:26])[N:21]=1)([CH3:19])[CH2:9][O:10][C@@:11]([C:17]#[N:18])([CH3:16])[C:12]([F:15])([F:14])[F:13])(C)(C)C.C(O)(C(F)(F)F)=O. Product: [NH2:7][C:8]([C:20]1[CH:25]=[CH:24][CH:23]=[C:22]([Br:26])[N:21]=1)([CH3:19])[CH2:9][O:10][C@@:11]([CH3:16])([C:12]([F:13])([F:15])[F:14])[C:17]#[N:18]. The catalyst class is: 2. (2) Reactant: [Mg].II.[CH3:4][O:5][C:6]1[CH:7]=[C:8]([CH:11]=[CH:12][CH:13]=1)[CH2:9]Cl.CN(C)[C:16]([CH:18]1[CH2:20][CH2:19]1)=[O:17]. Product: [CH3:4][O:5][C:6]1[CH:7]=[C:8]([CH:11]=[CH:12][CH:13]=1)[CH2:9][C:16]([CH:18]1[CH2:20][CH2:19]1)=[O:17]. The catalyst class is: 305. (3) Reactant: [Cl:1][CH2:2][C@H:3]1[C:11]2[C:10]3[CH:12]=[CH:13][CH:14]=[CH:15][C:9]=3[C:8]([O:16][CH2:17][C:18]3[CH:23]=[CH:22][C:21]([NH:24][C:25](=[O:56])[C@@H:26]([NH:34][C:35](=[O:55])[C@@H:36]([NH:40][C:41](=[O:54])[CH2:42][CH2:43][CH2:44][CH2:45][CH2:46][N:47]4[C:51](=[O:52])[CH:50]=[CH:49][C:48]4=[O:53])[CH:37]([CH3:39])[CH3:38])[CH2:27][CH2:28][CH2:29][NH:30][C:31]([NH2:33])=[O:32])=[CH:20][CH:19]=3)=[CH:7][C:6]=2[N:5]([C:57](=[O:89])[CH2:58][CH2:59][CH2:60][CH2:61][CH2:62][O:63][C:64]2[C:65]([O:87][CH3:88])=[CH:66][C:67]3[C:73](=[O:74])[N:72]4[CH2:75][CH2:76][CH2:77][C@H:71]4[C@H:70](O)[N:69](C(OC(C)(C)C)=O)[C:68]=3[CH:86]=2)[CH2:4]1.O.C([O-])(O)=O.[Na+]. Product: [Cl:1][CH2:2][C@H:3]1[C:11]2[C:10]3[CH:12]=[CH:13][CH:14]=[CH:15][C:9]=3[C:8]([O:16][CH2:17][C:18]3[CH:23]=[CH:22][C:21]([NH:24][C:25](=[O:56])[C@@H:26]([NH:34][C:35](=[O:55])[C@@H:36]([NH:40][C:41](=[O:54])[CH2:42][CH2:43][CH2:44][CH2:45][CH2:46][N:47]4[C:51](=[O:52])[CH:50]=[CH:49][C:48]4=[O:53])[CH:37]([CH3:39])[CH3:38])[CH2:27][CH2:28][CH2:29][NH:30][C:31]([NH2:33])=[O:32])=[CH:20][CH:19]=3)=[CH:7][C:6]=2[N:5]([C:57](=[O:89])[CH2:58][CH2:59][CH2:60][CH2:61][CH2:62][O:63][C:64]2[C:65]([O:87][CH3:88])=[CH:66][C:67]3[C:73](=[O:74])[N:72]4[CH2:75][CH2:76][CH2:77][C@H:71]4[CH:70]=[N:69][C:68]=3[CH:86]=2)[CH2:4]1. The catalyst class is: 157. (4) Reactant: [C:1]([NH:4][C@H:5]([C:8]([OH:10])=[O:9])[CH2:6][SH:7])(=[O:3])[CH3:2].C(O)(=O)C.ClN1C(=O)CCC1=O.[C:23]([NH:26][CH:27]([CH2:41][SH:42])[C:28]([O:30][C:31]1[CH:36]=[CH:35][C:34]([NH:37][C:38](=[O:40])[CH3:39])=[CH:33][CH:32]=1)=[O:29])(=[O:25])[CH3:24]. Product: [C:1]([NH:4][CH:5]([CH2:6][S:7][S:42][CH2:41][CH:27]([NH:26][C:23](=[O:25])[CH3:24])[C:28]([O:30][C:31]1[CH:32]=[CH:33][C:34]([NH:37][C:38](=[O:40])[CH3:39])=[CH:35][CH:36]=1)=[O:29])[C:8]([OH:10])=[O:9])(=[O:3])[CH3:2]. The catalyst class is: 2. (5) Reactant: [Cl:1][CH2:2][CH2:3][CH2:4][C:5]([C:7]1[S:8][CH:9]=[CH:10][CH:11]=1)=[O:6].[BH4-].[Na+].Cl. Product: [Cl:1][CH2:2][CH2:3][CH2:4][CH:5]([C:7]1[S:8][CH:9]=[CH:10][CH:11]=1)[OH:6]. The catalyst class is: 8.